This data is from Forward reaction prediction with 1.9M reactions from USPTO patents (1976-2016). The task is: Predict the product of the given reaction. (1) The product is: [Cl:3][CH2:4][C:5]1[N:6]=[C:10]([NH2:11])[CH:9]=[CH:12][N:7]=1. Given the reactants Cl.Cl.[Cl:3][CH2:4][C:5](=[NH:7])[NH2:6].Cl[C:9](=[CH2:12])[C:10]#[N:11].C(N(CC)CC)C, predict the reaction product. (2) Given the reactants [Br:1][C:2]1[N:7]=[C:6](Br)[CH:5]=[CH:4][N:3]=1.[O:9]1[CH2:14][CH2:13][CH:12]([N:15]2[CH2:20][CH2:19][NH:18][CH2:17][CH2:16]2)[CH2:11][CH2:10]1.Cl.CCN(C(C)C)C(C)C, predict the reaction product. The product is: [Br:1][C:2]1[N:7]=[C:6]([N:18]2[CH2:17][CH2:16][N:15]([CH:12]3[CH2:13][CH2:14][O:9][CH2:10][CH2:11]3)[CH2:20][CH2:19]2)[CH:5]=[CH:4][N:3]=1.